The task is: Predict the reactants needed to synthesize the given product.. This data is from Full USPTO retrosynthesis dataset with 1.9M reactions from patents (1976-2016). (1) Given the product [Cl:1][C:2]1[CH:7]=[C:6]([N:8]2[CH2:9][CH2:10][N:11]([C:14]([C:16]3[CH:21]=[C:20]([S:22]([CH3:25])(=[O:24])=[O:23])[CH:19]=[CH:18][C:17]=3[C:26]3[CH:31]=[CH:30][CH:29]=[CH:28][CH:27]=3)=[O:15])[CH2:12][CH2:13]2)[CH:5]=[C:4]([Cl:32])[C:3]=1[O:33][CH2:68][CH2:69][N:70]([CH3:72])[CH3:71], predict the reactants needed to synthesize it. The reactants are: [Cl:1][C:2]1[CH:7]=[C:6]([N:8]2[CH2:13][CH2:12][N:11]([C:14]([C:16]3[CH:21]=[C:20]([S:22]([CH3:25])(=[O:24])=[O:23])[CH:19]=[CH:18][C:17]=3[C:26]3[CH:31]=[CH:30][CH:29]=[CH:28][CH:27]=3)=[O:15])[CH2:10][CH2:9]2)[CH:5]=[C:4]([Cl:32])[C:3]=1[OH:33].C1(P(C2C=CC=CC=2)C2C=CC=CC=2)C=CC=CC=1.N(C(OC(C)C)=O)=NC(OC(C)C)=O.O[CH2:68][CH2:69][N:70]([CH3:72])[CH3:71]. (2) Given the product [C:1]([C:3]1[CH:4]=[C:5]([N:10]([CH2:25][C:23]2[CH:22]=[CH:21][C:20]([O:15][CH3:16])=[CH:19][CH:24]=2)[C:11](=[O:14])[CH2:12][CH3:13])[CH:6]=[C:7]([F:9])[CH:8]=1)#[N:2], predict the reactants needed to synthesize it. The reactants are: [C:1]([C:3]1[CH:4]=[C:5]([NH:10][C:11](=[O:14])[CH2:12][CH3:13])[CH:6]=[C:7]([F:9])[CH:8]=1)#[N:2].[O:15]1[C:20]2[CH:21]=[CH:22][C:23]([CH2:25]NC3C=C(C=CC=3F)C#N)=[CH:24][C:19]=2OC[CH2:16]1.COC1C=CC(CBr)=CC=1. (3) Given the product [F:8][C:6]1[CH:7]=[C:2]2[C:3]([CH:9]=[CH:10][C:11](=[O:13])[NH:1]2)=[N:4][CH:5]=1, predict the reactants needed to synthesize it. The reactants are: [NH2:1][C:2]1[C:3](/[CH:9]=[CH:10]/[C:11]([O:13]CC)=O)=[N:4][CH:5]=[C:6]([F:8])[CH:7]=1.C[O-].[Na+].CO. (4) Given the product [N:19]1([C:2]2[CH:7]=[CH:6][N:5]3[CH:8]=[C:9]([C:11]4[CH:12]=[C:13]([CH3:17])[CH:14]=[CH:15][CH:16]=4)[N:10]=[C:4]3[CH:3]=2)[CH2:24][CH2:23][O:22][CH2:21][CH2:20]1, predict the reactants needed to synthesize it. The reactants are: Br[C:2]1[CH:7]=[CH:6][N:5]2[CH:8]=[C:9]([C:11]3[CH:12]=[C:13]([CH3:17])[CH:14]=[CH:15][CH:16]=3)[N:10]=[C:4]2[CH:3]=1.Cl.[NH:19]1[CH2:24][CH2:23][O:22][CH2:21][CH2:20]1. (5) Given the product [Cl:15][CH2:11][C:3]1[N:2]([CH3:1])[C:6]2[CH:7]=[CH:8][CH:9]=[CH:10][C:5]=2[N:4]=1, predict the reactants needed to synthesize it. The reactants are: [CH3:1][N:2]1[C:6]2[CH:7]=[CH:8][CH:9]=[CH:10][C:5]=2[N:4]=[C:3]1[CH2:11]O.S(Cl)([Cl:15])=O.